Dataset: Forward reaction prediction with 1.9M reactions from USPTO patents (1976-2016). Task: Predict the product of the given reaction. (1) Given the reactants [H-].[Na+].[C:3]([CH2:5]P(=O)(OCC)OCC)#[N:4].[CH2:14]([N:21]1[CH:26]2[CH:27]([O:29][Si:30]([C:33]([CH3:36])([CH3:35])[CH3:34])([CH3:32])[CH3:31])[CH2:28][CH:22]1[CH2:23][C:24](=O)[CH2:25]2)[C:15]1[CH:20]=[CH:19][CH:18]=[CH:17][CH:16]=1, predict the reaction product. The product is: [CH2:14]([N:21]1[CH:26]2[CH:27]([O:29][Si:30]([C:33]([CH3:36])([CH3:35])[CH3:34])([CH3:32])[CH3:31])[CH2:28][CH:22]1[CH2:23]/[C:24](=[CH:5]\[C:3]#[N:4])/[CH2:25]2)[C:15]1[CH:20]=[CH:19][CH:18]=[CH:17][CH:16]=1. (2) Given the reactants [F:1][C:2]([F:11])([F:10])[C:3]1[CH:8]=[CH:7][N:6]=[C:5]([NH2:9])[N:4]=1.[Br:12]N1C(=O)CCC1=O.C(Cl)Cl.[OH-].[Na+], predict the reaction product. The product is: [Br:12][C:8]1[C:3]([C:2]([F:1])([F:10])[F:11])=[N:4][C:5]([NH2:9])=[N:6][CH:7]=1. (3) Given the reactants [ClH:1].C(OC([N:9]1[CH2:14][CH2:13][N:12]([C:15](=[O:34])[CH2:16][CH2:17][CH2:18][CH2:19][CH2:20][CH2:21][CH2:22][CH2:23][CH2:24][CH2:25][NH:26]C(OC(C)(C)C)=O)[CH2:11][CH2:10]1)=O)(C)(C)C, predict the reaction product. The product is: [ClH:1].[ClH:1].[NH2:26][CH2:25][CH2:24][CH2:23][CH2:22][CH2:21][CH2:20][CH2:19][CH2:18][CH2:17][CH2:16][C:15]([N:12]1[CH2:13][CH2:14][NH:9][CH2:10][CH2:11]1)=[O:34]. (4) Given the reactants [NH2:1][C:2]1[CH:7]=[CH:6][C:5]([N+:8]([O-:10])=[O:9])=[CH:4][N:3]=1.C[Si]([N-][Si](C)(C)C)(C)C.[Na+].[C:21](O[C:21]([O:23][C:24]([CH3:27])([CH3:26])[CH3:25])=[O:22])([O:23][C:24]([CH3:27])([CH3:26])[CH3:25])=[O:22].O, predict the reaction product. The product is: [C:24]([O:23][C:21](=[O:22])[NH:1][C:2]1[CH:7]=[CH:6][C:5]([N+:8]([O-:10])=[O:9])=[CH:4][N:3]=1)([CH3:27])([CH3:26])[CH3:25].